The task is: Regression. Given two drug SMILES strings and cell line genomic features, predict the synergy score measuring deviation from expected non-interaction effect.. This data is from NCI-60 drug combinations with 297,098 pairs across 59 cell lines. (1) Cell line: MDA-MB-435. Drug 2: COC1=NC(=NC2=C1N=CN2C3C(C(C(O3)CO)O)O)N. Synergy scores: CSS=10.5, Synergy_ZIP=-5.05, Synergy_Bliss=2.41, Synergy_Loewe=-6.69, Synergy_HSA=-1.44. Drug 1: C1=NC2=C(N1)C(=S)N=C(N2)N. (2) Drug 1: CCCCCOC(=O)NC1=NC(=O)N(C=C1F)C2C(C(C(O2)C)O)O. Drug 2: CC1CCC2CC(C(=CC=CC=CC(CC(C(=O)C(C(C(=CC(C(=O)CC(OC(=O)C3CCCCN3C(=O)C(=O)C1(O2)O)C(C)CC4CCC(C(C4)OC)OCCO)C)C)O)OC)C)C)C)OC. Cell line: EKVX. Synergy scores: CSS=-2.90, Synergy_ZIP=-0.540, Synergy_Bliss=-3.62, Synergy_Loewe=-4.29, Synergy_HSA=-5.97. (3) Drug 1: CCC1(CC2CC(C3=C(CCN(C2)C1)C4=CC=CC=C4N3)(C5=C(C=C6C(=C5)C78CCN9C7C(C=CC9)(C(C(C8N6C)(C(=O)OC)O)OC(=O)C)CC)OC)C(=O)OC)O.OS(=O)(=O)O. Drug 2: CN(C(=O)NC(C=O)C(C(C(CO)O)O)O)N=O. Cell line: U251. Synergy scores: CSS=0.0875, Synergy_ZIP=0.399, Synergy_Bliss=-1.49, Synergy_Loewe=-1.85, Synergy_HSA=-3.19. (4) Drug 1: CCCS(=O)(=O)NC1=C(C(=C(C=C1)F)C(=O)C2=CNC3=C2C=C(C=N3)C4=CC=C(C=C4)Cl)F. Drug 2: C1CN(CCN1C(=O)CCBr)C(=O)CCBr. Cell line: SNB-19. Synergy scores: CSS=19.1, Synergy_ZIP=-1.35, Synergy_Bliss=4.06, Synergy_Loewe=-2.83, Synergy_HSA=1.47. (5) Drug 1: CS(=O)(=O)CCNCC1=CC=C(O1)C2=CC3=C(C=C2)N=CN=C3NC4=CC(=C(C=C4)OCC5=CC(=CC=C5)F)Cl. Drug 2: C1=NNC2=C1C(=O)NC=N2. Cell line: SN12C. Synergy scores: CSS=4.41, Synergy_ZIP=-6.24, Synergy_Bliss=-5.56, Synergy_Loewe=-8.68, Synergy_HSA=-3.93. (6) Synergy scores: CSS=-3.58, Synergy_ZIP=5.26, Synergy_Bliss=5.06, Synergy_Loewe=-2.06, Synergy_HSA=-2.57. Drug 2: CC(C)NC(=O)C1=CC=C(C=C1)CNNC.Cl. Drug 1: CC1=CC=C(C=C1)C2=CC(=NN2C3=CC=C(C=C3)S(=O)(=O)N)C(F)(F)F. Cell line: HCT116. (7) Drug 1: CCC1=C2CN3C(=CC4=C(C3=O)COC(=O)C4(CC)O)C2=NC5=C1C=C(C=C5)O. Drug 2: CC12CCC3C(C1CCC2OP(=O)(O)O)CCC4=C3C=CC(=C4)OC(=O)N(CCCl)CCCl.[Na+]. Cell line: HOP-92. Synergy scores: CSS=50.8, Synergy_ZIP=0.316, Synergy_Bliss=-1.82, Synergy_Loewe=-65.1, Synergy_HSA=-3.71. (8) Drug 1: C1CC(=O)NC(=O)C1N2CC3=C(C2=O)C=CC=C3N. Drug 2: CC1C(C(CC(O1)OC2CC(CC3=C2C(=C4C(=C3O)C(=O)C5=C(C4=O)C(=CC=C5)OC)O)(C(=O)C)O)N)O.Cl. Cell line: A498. Synergy scores: CSS=17.3, Synergy_ZIP=-5.02, Synergy_Bliss=3.08, Synergy_Loewe=3.19, Synergy_HSA=3.20.